From a dataset of Drug-target binding data from BindingDB using Kd measurements. Regression. Given a target protein amino acid sequence and a drug SMILES string, predict the binding affinity score between them. We predict pKd (pKd = -log10(Kd in M); higher means stronger binding). Dataset: bindingdb_kd. The compound is Cc1[nH]c(/C=C2\C(=O)Nc3ccc(S(=O)(=O)Cc4c(Cl)cccc4Cl)cc32)c(C)c1C(=O)N1CCC[C@@H]1CN1CCCC1. The target protein (Q99755) has sequence MASASSGPSSSVGFSSFDPAVPSCTLSSAASGIKRPMASEVLEARQDSYISLVPYASGMPIKKIGHRSVDSSGETTYKKTTSSALKGAIQLGITHTVGSLSTKPERDVLMQDFYVVESIFFPSEGSNLTPAHHYNDFRFKTYAPVAFRYFRELFGIRPDDYLYSLCSEPLIELCSSGASGSLFYVSSDDEFIIKTVQHKEAEFLQKLLPGYYMNLNQNPRTLLPKFYGLYCVQAGGKNIRIVVMNNLLPRSVKMHIKYDLKGSTYKRRASQKEREKPLPTFKDLDFLQDIPDGLFLDADMYNALCKTLQRDCLVLQSFKIMDYSLLMSIHNIDHAQREPLSSETQYSVDTRRPAPQKALYSTAMESIQGEARRGGTMETDDHMGGIPARNSKGERLLLYIGIIDILQSYRFVKKLEHSWKALVHDGDTVSVHRPGFYAERFQRFMCNTVFKKIPLKPSPSKKFRSGSSFSRRAGSSGNSCITYQPSVSGEHKAQVTTKAE.... The pKd is 6.5.